From a dataset of Forward reaction prediction with 1.9M reactions from USPTO patents (1976-2016). Predict the product of the given reaction. (1) Given the reactants [Cl:1][C:2]1[CH:3]=[C:4]2[C:8](=[CH:9][CH:10]=1)[NH:7][C:6]([C:11]([NH:13][C@@H:14]1[CH2:19][CH2:18][C@H:17]([C:20]([O:22]CC)=[O:21])[CH2:16][C@H:15]1[NH:25][C:26]([C:28]1[S:29][C:30]3[CH2:31][N:32]([CH3:37])[CH2:33][CH2:34][C:35]=3[N:36]=1)=[O:27])=[O:12])=[CH:5]2.C(O)C.[OH-].[Na+].Cl, predict the reaction product. The product is: [C:20]([C@H:17]1[CH2:18][CH2:19][C@@H:14]([NH:13][C:11]([C:6]2[NH:7][C:8]3[C:4]([CH:5]=2)=[CH:3][C:2]([Cl:1])=[CH:10][CH:9]=3)=[O:12])[C@H:15]([NH:25][C:26]([C:28]2[S:29][C:30]3[CH2:31][N:32]([CH3:37])[CH2:33][CH2:34][C:35]=3[N:36]=2)=[O:27])[CH2:16]1)([OH:22])=[O:21]. (2) Given the reactants Br[CH2:2][C:3]1[C:8]([CH3:9])=[CH:7][CH:6]=[CH:5][C:4]=1[N:10]1[C:14](=[O:15])[N:13]([CH3:16])[N:12]=[N:11]1.[CH3:17][O:18][C:19]1[CH:24]=[CH:23][C:22]([N:25]2[CH:29]=[CH:28][C:27]([OH:30])=[N:26]2)=[CH:21][CH:20]=1.C(=O)([O-])[O-].[K+].[K+].C(#N)C, predict the reaction product. The product is: [CH3:17][O:18][C:19]1[CH:20]=[CH:21][C:22]([N:25]2[CH:29]=[CH:28][C:27]([O:30][CH2:2][C:3]3[C:8]([CH3:9])=[CH:7][CH:6]=[CH:5][C:4]=3[N:10]3[C:14](=[O:15])[N:13]([CH3:16])[N:12]=[N:11]3)=[N:26]2)=[CH:23][CH:24]=1. (3) Given the reactants [CH2:1]([C:3]1[CH:4]=[CH:5][C:6]([CH2:9][CH2:10][O:11][C:12]2[CH:17]=[CH:16][C:15](/[CH:18]=[C:19]3\[C:20](=[O:25])[NH:21][C:22](=[O:24])[S:23]\3)=[CH:14][CH:13]=2)=[N:7][CH:8]=1)[CH3:2], predict the reaction product. The product is: [CH2:1]([C:3]1[CH:4]=[CH:5][C:6]([CH2:9][CH2:10][O:11][C:12]2[CH:17]=[CH:16][C:15]([CH2:18][C@H:19]3[S:23][C:22](=[O:24])[NH:21][C:20]3=[O:25])=[CH:14][CH:13]=2)=[N:7][CH:8]=1)[CH3:2]. (4) The product is: [CH3:48][C:44]1([CH3:49])[CH2:45][CH2:46][CH2:47][N:42]([CH2:40][CH2:39][O:10][C:8]2[CH:9]=[CH:4][C:5]([CH2:12][CH2:13][CH2:14][NH:3][C:4]3[CH:9]=[C:8]([O:10][CH3:11])[CH:7]=[CH:6][C:5]=3[C@H:12]3[CH2:21][CH2:20][C:19]4[CH:18]=[C:17]([OH:22])[CH:16]=[CH:15][C:14]=4[CH2:13]3)=[CH:6][CH:7]=2)[CH2:43]1. Given the reactants C([N:3](C(=O)C1C=CC(O)=CC=1)[C:4]1[CH:9]=[C:8]([O:10][CH3:11])[CH:7]=[CH:6][C:5]=1[C@H:12]1[CH2:21][CH2:20][C:19]2[CH:18]=[C:17]([O:22]C(=O)C(C)(C)C)[CH:16]=[CH:15][C:14]=2[CH2:13]1)C.Br[CH2:39][C:40]([N:42]1[CH2:47][CH2:46][CH2:45][C:44]([CH3:49])([CH3:48])[CH2:43]1)=O, predict the reaction product. (5) Given the reactants [NH2:1][C:2]1[CH:10]=[C:9]([Cl:11])[CH:8]=[C:7]([Cl:12])[C:3]=1[C:4](O)=[O:5].[H-].[Al+3].[Li+].[H-].[H-].[H-].O.[OH-].[Na+], predict the reaction product. The product is: [NH2:1][C:2]1[CH:10]=[C:9]([Cl:11])[CH:8]=[C:7]([Cl:12])[C:3]=1[CH2:4][OH:5]. (6) Given the reactants Cl.[Cl:2][C:3]1[N:4]=[C:5]([C:10]([NH:12][C@H:13]2[CH2:18][CH2:17][NH:16][CH2:15][C@H:14]2[O:19][CH2:20][CH3:21])=[O:11])[NH:6][C:7]=1[CH2:8][CH3:9].[CH3:22][N:23]1[CH:28]=[CH:27][CH:26]=[CH:25][C:24]1=[O:29].C(=O)([O-])[O-].[Na+].[Na+], predict the reaction product. The product is: [Cl:2][C:3]1[N:4]=[C:5]([C:10]([NH:12][C@H:13]2[CH2:18][CH2:17][N:16]([C:26]3[CH:27]=[CH:28][N:23]([CH3:22])[C:24](=[O:29])[CH:25]=3)[CH2:15][C@H:14]2[O:19][CH2:20][CH3:21])=[O:11])[NH:6][C:7]=1[CH2:8][CH3:9]. (7) Given the reactants COC[N:4]1[C:12]2[C:7](=[CH:8][CH:9]=[CH:10][C:11]=2[N:13]([CH2:22][CH:23]2[CH2:25][CH2:24]2)[S:14]([C:17]2[S:18][CH:19]=[CH:20][CH:21]=2)(=[O:16])=[O:15])[CH:6]=[C:5]1[C:26]([NH2:28])=[O:27].O.O.C(O)(=O)C(O)=O.CO, predict the reaction product. The product is: [CH:23]1([CH2:22][N:13]([S:14]([C:17]2[S:18][CH:19]=[CH:20][CH:21]=2)(=[O:15])=[O:16])[C:11]2[CH:10]=[CH:9][CH:8]=[C:7]3[C:12]=2[NH:4][C:5]([C:26]([NH2:28])=[O:27])=[CH:6]3)[CH2:25][CH2:24]1. (8) Given the reactants Br[C:2]1[CH:7]=[CH:6][C:5]([CH3:8])=[CH:4][C:3]=1[CH3:9].[Li]CCCC.[O:15]1[CH2:20][CH2:19][C:18](=[O:21])[CH2:17][CH2:16]1.[NH4+].[Cl-], predict the reaction product. The product is: [CH3:9][C:3]1[CH:4]=[C:5]([CH3:8])[CH:6]=[CH:7][C:2]=1[C:18]1([OH:21])[CH2:19][CH2:20][O:15][CH2:16][CH2:17]1. (9) Given the reactants C1(P(C2C=CC=CC=2)C2C=CC=CC=2)C=CC=CC=1.[Br:20]Br.[Cl:22][C:23]1[CH:28]=[CH:27][C:26]([C@H:29]([CH3:33])[CH2:30][CH2:31]O)=[CH:25][CH:24]=1, predict the reaction product. The product is: [Br:20][CH2:31][CH2:30][C@H:29]([C:26]1[CH:27]=[CH:28][C:23]([Cl:22])=[CH:24][CH:25]=1)[CH3:33].